From a dataset of Reaction yield outcomes from USPTO patents with 853,638 reactions. Predict the reaction yield, written as a fraction of the theoretical maximum amount of product (1.0 means a 100% yield; for example, 0.34 means a 34% yield). (1) The reactants are C(NC(C)C)(C)C.C([Li])CCC.CCCCCC.[Li+].CC([N-]C(C)C)C.[Si:27]([O:44][CH2:45][C:46]1[C:51]([N:52]2[CH2:57][C@H:56]([CH3:58])[O:55][C@H:54]([CH3:59])[CH2:53]2)=[C:50]([Cl:60])[C:49]([F:61])=[CH:48][N:47]=1)([C:40]([CH3:43])([CH3:42])[CH3:41])([C:34]1[CH:39]=[CH:38][CH:37]=[CH:36][CH:35]=1)[C:28]1[CH:33]=[CH:32][CH:31]=[CH:30][CH:29]=1.CON(C)[C:65](=[O:72])[C:66]1[CH:71]=[CH:70][CH:69]=[CH:68][N:67]=1. The catalyst is C1COCC1. The product is [Si:27]([O:44][CH2:45][C:46]1[N:47]=[C:48]([C:65]([C:66]2[CH:71]=[CH:70][CH:69]=[CH:68][N:67]=2)=[O:72])[C:49]([F:61])=[C:50]([Cl:60])[C:51]=1[N:52]1[CH2:57][C@H:56]([CH3:58])[O:55][C@H:54]([CH3:59])[CH2:53]1)([C:40]([CH3:43])([CH3:41])[CH3:42])([C:34]1[CH:39]=[CH:38][CH:37]=[CH:36][CH:35]=1)[C:28]1[CH:29]=[CH:30][CH:31]=[CH:32][CH:33]=1. The yield is 0.670. (2) The reactants are CN[C:3]1[CH:8]=[CH:7][C:6]([NH:9][C:10](=[O:22])[CH2:11][C:12]([O:14]CC2C=CC=CC=2)=[O:13])=[CH:5][CH:4]=1.[H][H].C[CH2:26][O:27]C(C)=O.CO. The catalyst is [Pd]. The product is [CH3:26][O:27][C:3]1[CH:4]=[CH:5][C:6]([NH:9][C:10](=[O:22])[CH2:11][C:12]([OH:14])=[O:13])=[CH:7][CH:8]=1. The yield is 0.960.